Dataset: Full USPTO retrosynthesis dataset with 1.9M reactions from patents (1976-2016). Task: Predict the reactants needed to synthesize the given product. (1) Given the product [CH2:1]([O:3][C:4]([C:6]1[N:7]=[C:8]([C:21]2[CH:26]=[CH:25][C:24]([Cl:27])=[CH:23][C:22]=2[Cl:28])[N:9]([C:13]2[CH:18]=[CH:17][C:16]([O:19][CH3:20])=[CH:15][CH:14]=2)[C:10]=1[CH2:11][OH:29])=[O:5])[CH3:2], predict the reactants needed to synthesize it. The reactants are: [CH2:1]([O:3][C:4]([C:6]1[N:7]=[C:8]([C:21]2[CH:26]=[CH:25][C:24]([Cl:27])=[CH:23][C:22]=2[Cl:28])[N:9]([C:13]2[CH:18]=[CH:17][C:16]([O:19][CH3:20])=[CH:15][CH:14]=2)[C:10]=1[CH2:11]Br)=[O:5])[CH3:2].[OH2:29]. (2) The reactants are: B(Br)(Br)Br.[CH:5]([C:8]1[CH:13]=[CH:12][C:11]([O:14]C)=[C:10]([O:16][C:17]2[CH:22]=[CH:21][CH:20]=[CH:19][CH:18]=2)[CH:9]=1)([CH3:7])[CH3:6]. Given the product [CH:5]([C:8]1[CH:13]=[CH:12][C:11]([OH:14])=[C:10]([O:16][C:17]2[CH:22]=[CH:21][CH:20]=[CH:19][CH:18]=2)[CH:9]=1)([CH3:7])[CH3:6], predict the reactants needed to synthesize it.